This data is from Forward reaction prediction with 1.9M reactions from USPTO patents (1976-2016). The task is: Predict the product of the given reaction. Given the reactants C(OC([N:8]([CH2:38][C:39]([O:41]C(C)(C)C)=[O:40])[C:9]1[CH:14]=[CH:13][CH:12]=[C:11]([CH:15]([CH2:26][C:27]2[CH:32]=[CH:31][C:30]([C:33]3([CH2:36][CH3:37])[CH2:35][CH2:34]3)=[CH:29][CH:28]=2)[NH:16][S:17]([C:20]2[CH:25]=[CH:24][CH:23]=[CH:22][N:21]=2)(=[O:19])=[O:18])[N:10]=1)=O)(C)(C)C.Cl.O1CCOCC1.[OH-].[Na+].Cl, predict the reaction product. The product is: [CH2:36]([C:33]1([C:30]2[CH:29]=[CH:28][C:27]([CH2:26][CH:15]([NH:16][S:17]([C:20]3[CH:25]=[CH:24][CH:23]=[CH:22][N:21]=3)(=[O:19])=[O:18])[C:11]3[N:10]=[C:9]([NH:8][CH2:38][C:39]([OH:41])=[O:40])[CH:14]=[CH:13][CH:12]=3)=[CH:32][CH:31]=2)[CH2:35][CH2:34]1)[CH3:37].